Regression. Given a peptide amino acid sequence and an MHC pseudo amino acid sequence, predict their binding affinity value. This is MHC class I binding data. From a dataset of Peptide-MHC class I binding affinity with 185,985 pairs from IEDB/IMGT. (1) The peptide sequence is KLVKSLVDK. The MHC is HLA-A11:01 with pseudo-sequence HLA-A11:01. The binding affinity (normalized) is 0.603. (2) The peptide sequence is IRQLIRLLTW. The MHC is Mamu-B03 with pseudo-sequence Mamu-B03. The binding affinity (normalized) is 0.493. (3) The peptide sequence is YYKRYISWCM. The MHC is Patr-A0901 with pseudo-sequence Patr-A0901. The binding affinity (normalized) is 0.284. (4) The peptide sequence is NVTYNIKPV. The MHC is HLA-A02:01 with pseudo-sequence HLA-A02:01. The binding affinity (normalized) is 0.191.